Dataset: Forward reaction prediction with 1.9M reactions from USPTO patents (1976-2016). Task: Predict the product of the given reaction. (1) The product is: [NH2:35][C:31]1[CH:30]=[C:29]([N:36]2[CH2:37][CH2:38][N:39]([C:9]([NH:8][C:7]3[C:2]([F:1])=[C:3]([F:14])[C:4]([F:13])=[C:5]([F:12])[C:6]=3[F:11])=[O:10])[CH2:40][CH2:41]2)[C:28]2[C:33](=[CH:34][C:25]([Cl:24])=[CH:26][CH:27]=2)[N:32]=1. Given the reactants [F:1][C:2]1[C:7]([N:8]=[C:9]=[O:10])=[C:6]([F:11])[C:5]([F:12])=[C:4]([F:13])[C:3]=1[F:14].CCN(C(C)C)C(C)C.[Cl:24][C:25]1[CH:34]=[C:33]2[C:28]([C:29]([N:36]3[CH2:41][CH2:40][NH:39][CH2:38][CH2:37]3)=[CH:30][C:31]([NH2:35])=[N:32]2)=[CH:27][CH:26]=1, predict the reaction product. (2) Given the reactants [H-].[Na+].[CH2:3]([N:10]1[CH2:15][CH2:14][C@H:13]([C@@H:16]([OH:18])[CH3:17])[C@@H:12]([C:19]2[CH:24]=[CH:23][C:22]([Cl:25])=[CH:21][CH:20]=2)[CH2:11]1)[C:4]1[CH:9]=[CH:8][CH:7]=[CH:6][CH:5]=1.Cl[C:27]1[CH:32]=[CH:31][C:30]([Cl:33])=[CH:29][N:28]=1, predict the reaction product. The product is: [CH2:3]([N:10]1[CH2:15][CH2:14][C@H:13]([C@H:16]([O:18][C:27]2[CH:32]=[CH:31][C:30]([Cl:33])=[CH:29][N:28]=2)[CH3:17])[C@@H:12]([C:19]2[CH:24]=[CH:23][C:22]([Cl:25])=[CH:21][CH:20]=2)[CH2:11]1)[C:4]1[CH:5]=[CH:6][CH:7]=[CH:8][CH:9]=1. (3) Given the reactants [F:1][C:2]1[CH:7]=[CH:6][CH:5]=[C:4]([F:8])[C:3]=1[N:9]1[C:14]2[N:15]=[C:16]([NH:27][CH2:28][CH2:29][NH2:30])[N:17]=[C:18]([C:19]3[CH:24]=[CH:23][C:22]([F:25])=[CH:21][C:20]=3[CH3:26])[C:13]=2[CH:12]=[CH:11][C:10]1=[O:31].C(N(C(C)C)CC)(C)C.[CH3:41][S:42](Cl)(=[O:44])=[O:43], predict the reaction product. The product is: [F:1][C:2]1[CH:7]=[CH:6][CH:5]=[C:4]([F:8])[C:3]=1[N:9]1[C:14]2[N:15]=[C:16]([NH:27][CH2:28][CH2:29][NH:30][S:42]([CH3:41])(=[O:44])=[O:43])[N:17]=[C:18]([C:19]3[CH:24]=[CH:23][C:22]([F:25])=[CH:21][C:20]=3[CH3:26])[C:13]=2[CH:12]=[CH:11][C:10]1=[O:31]. (4) Given the reactants C(=O)([O-])[O-].[K+].[K+].[CH2:7]([NH:9][CH2:10][CH3:11])[CH3:8].CC1C=CC(S(O[CH2:23][CH2:24][CH2:25][S:26][C:27]2[CH:32]=[CH:31][C:30](/[C:33](/[C:40]3[NH:41][C:42](=[O:47])[C:43]([CH3:46])=[CH:44][CH:45]=3)=[CH:34]\[CH:35]3[CH2:39][CH2:38][CH2:37][CH2:36]3)=[CH:29][C:28]=2[Cl:48])(=O)=O)=CC=1.O, predict the reaction product. The product is: [Cl:48][C:28]1[CH:29]=[C:30](/[C:33](/[C:40]2[NH:41][C:42](=[O:47])[C:43]([CH3:46])=[CH:44][CH:45]=2)=[CH:34]\[CH:35]2[CH2:39][CH2:38][CH2:37][CH2:36]2)[CH:31]=[CH:32][C:27]=1[S:26][CH2:25][CH2:24][CH2:23][N:9]([CH2:10][CH3:11])[CH2:7][CH3:8]. (5) The product is: [C:5]1([C:11]2[N:12]=[C:13]3[N:18]=[C:17]([NH:19][C:24]([C:26]4[C:31]([NH:32][C:33]5[CH:38]=[N:37][CH:36]=[N:35][CH:34]=5)=[CH:30][CH:29]=[C:28]([CH:39]5[CH2:40][CH2:41]5)[N:27]=4)=[O:23])[CH:16]=[CH:15][N:14]3[CH:20]=2)[CH:6]=[CH:7][CH:8]=[CH:9][CH:10]=1. Given the reactants C[Al](C)C.[C:5]1([C:11]2[N:12]=[C:13]3[N:18]=[C:17]([NH2:19])[CH:16]=[CH:15][N:14]3[CH:20]=2)[CH:10]=[CH:9][CH:8]=[CH:7][CH:6]=1.C([O:23][C:24]([C:26]1[C:31]([NH:32][C:33]2[CH:34]=[N:35][CH:36]=[N:37][CH:38]=2)=[CH:30][CH:29]=[C:28]([CH:39]2[CH2:41][CH2:40]2)[N:27]=1)=O)C.O, predict the reaction product.